Dataset: Catalyst prediction with 721,799 reactions and 888 catalyst types from USPTO. Task: Predict which catalyst facilitates the given reaction. (1) Reactant: [Cl-].[CH3:2][O:3][CH2:4][P+](C1C=CC=CC=1)(C1C=CC=CC=1)C1C=CC=CC=1.[Li]CCCC.[F:29][CH:30]([F:40])[O:31][C:32]1[CH:39]=[CH:38][C:35]([CH:36]=O)=[CH:34][CH:33]=1.O. Product: [F:29][CH:30]([F:40])[O:31][C:32]1[CH:39]=[CH:38][C:35]([CH:36]=[CH:2][O:3][CH3:4])=[CH:34][CH:33]=1. The catalyst class is: 1. (2) Reactant: [C:1]([NH:9][C:10]1[CH:15]=[CH:14][C:13]([NH:16][C:17]2[CH:26]=[CH:25][N:24]=[C:23]3[C:18]=2[C:19]2[CH:31]=[CH:30][C:29]([C:32]([O:34]C)=[O:33])=[CH:28][C:20]=2[C:21](=[O:27])[NH:22]3)=[CH:12][CH:11]=1)(=[O:8])[C:2]1[CH:7]=[CH:6][CH:5]=[CH:4][CH:3]=1.[Li+].[OH-].O. Product: [C:1]([NH:9][C:10]1[CH:11]=[CH:12][C:13]([NH:16][C:17]2[CH:26]=[CH:25][N:24]=[C:23]3[C:18]=2[C:19]2[CH:31]=[CH:30][C:29]([C:32]([OH:34])=[O:33])=[CH:28][C:20]=2[C:21](=[O:27])[NH:22]3)=[CH:14][CH:15]=1)(=[O:8])[C:2]1[CH:3]=[CH:4][CH:5]=[CH:6][CH:7]=1. The catalyst class is: 1. (3) Reactant: [Br:1][C:2]1[CH:7]=[CH:6][C:5]([OH:8])=[CH:4][C:3]=1[F:9].[H-].[Na+].[CH3:12][C:13]1[C:18]([CH3:19])=[C:17]([N+]([O-])=O)[CH:16]=[CH:15][N+:14]=1[O-:23]. Product: [Br:1][C:2]1[CH:7]=[CH:6][C:5]([O:8][C:17]2[CH:16]=[CH:15][N+:14]([O-:23])=[C:13]([CH3:12])[C:18]=2[CH3:19])=[CH:4][C:3]=1[F:9]. The catalyst class is: 3.